Dataset: Forward reaction prediction with 1.9M reactions from USPTO patents (1976-2016). Task: Predict the product of the given reaction. (1) Given the reactants [C:1]([N:4]1[C:12]2[C:7](=[CH:8][C:9]([O:44][CH3:45])=[C:10]([NH:13][C:14]3[N:15]=[C:16]([NH:33][C:34]4[CH:42]=[CH:41][CH:40]=[C:39]([F:43])[C:35]=4[C:36]([NH2:38])=[O:37])[C:17]4[CH:22]=[CH:21][N:20]([S:23]([C:26]5[CH:31]=[CH:30][C:29]([CH3:32])=[CH:28][CH:27]=5)(=[O:25])=[O:24])[C:18]=4[N:19]=3)[CH:11]=2)[CH2:6][CH2:5]1)(=[O:3])[CH3:2].[CH3:46]N, predict the reaction product. The product is: [C:1]([N:4]1[C:12]2[C:7](=[CH:8][C:9]([O:44][CH3:45])=[C:10]([NH:13][C:14]3[N:15]=[C:16]([NH:33][C:34]4[CH:42]=[CH:41][CH:40]=[C:39]([F:43])[C:35]=4[C:36]([NH:38][CH3:46])=[O:37])[C:17]4[CH:22]=[CH:21][N:20]([S:23]([C:26]5[CH:31]=[CH:30][C:29]([CH3:32])=[CH:28][CH:27]=5)(=[O:25])=[O:24])[C:18]=4[N:19]=3)[CH:11]=2)[CH2:6][CH2:5]1)(=[O:3])[CH3:2]. (2) Given the reactants [CH3:1][CH:2]([O:4][C:5]1[CH:6]=[C:7]([O:17][C:18]2[CH:23]=[CH:22][C:21]([S:24]([CH3:27])(=[O:26])=[O:25])=[CH:20][N:19]=2)[CH:8]=[C:9]2[C:13]=1[NH:12][C:11]([C:14](O)=[O:15])=[CH:10]2)[CH3:3].O[N:29]1C2C=CC=CC=2N=N1.Cl.C(N=C=NCCCN(C)C)C.[OH-].[NH4+], predict the reaction product. The product is: [CH3:1][CH:2]([O:4][C:5]1[CH:6]=[C:7]([O:17][C:18]2[CH:23]=[CH:22][C:21]([S:24]([CH3:27])(=[O:26])=[O:25])=[CH:20][N:19]=2)[CH:8]=[C:9]2[C:13]=1[NH:12][C:11]([C:14]([NH2:29])=[O:15])=[CH:10]2)[CH3:3]. (3) The product is: [ClH:37].[NH2:29][C@H:19]([C:3]1[N:4]=[CH:5][C:6]([N:8]2[C:9](=[O:18])[C:10]3[C:15](=[CH:14][CH:13]=[CH:12][CH:11]=3)[C:16]2=[O:17])=[CH:7][C:2]=1[Br:1])[CH2:20][C:21]1[CH:26]=[C:25]([F:27])[CH:24]=[C:23]([F:28])[CH:22]=1. Given the reactants [Br:1][C:2]1[C:3]([C@@H:19]([NH:29]C(=O)OC(C)(C)C)[CH2:20][C:21]2[CH:26]=[C:25]([F:27])[CH:24]=[C:23]([F:28])[CH:22]=2)=[N:4][CH:5]=[C:6]([N:8]2[C:16](=[O:17])[C:15]3[C:10](=[CH:11][CH:12]=[CH:13][CH:14]=3)[C:9]2=[O:18])[CH:7]=1.[ClH:37].O1CCOCC1, predict the reaction product. (4) Given the reactants [C:1]([O:5][C:6]([N:8]1[C@H:12]([C:13]([OH:15])=[O:14])[CH2:11][C@@H:10]([CH3:16])[C:9]1=[O:17])=[O:7])([CH3:4])([CH3:3])[CH3:2].[OH2:18].[OH-].[Li+].O, predict the reaction product. The product is: [C:1]([O:5][C:6]([NH:8][C@H:12]([C:13]([OH:15])=[O:14])[CH2:11][C@@H:10]([CH3:16])[C:9]([OH:17])=[O:18])=[O:7])([CH3:4])([CH3:3])[CH3:2]. (5) Given the reactants [Cr](Cl)([O-])(=O)=O.[NH+]1C=CC=CC=1.[CH3:12][O:13][C:14](=[O:31])[CH2:15][CH:16]([OH:30])[CH2:17][CH2:18][CH2:19][CH2:20][CH2:21][O:22][CH2:23][C:24]1[CH:29]=[CH:28][CH:27]=[CH:26][CH:25]=1.C(OCC)C, predict the reaction product. The product is: [CH3:12][O:13][C:14](=[O:31])[CH2:15][C:16](=[O:30])[CH2:17][CH2:18][CH2:19][CH2:20][CH2:21][O:22][CH2:23][C:24]1[CH:25]=[CH:26][CH:27]=[CH:28][CH:29]=1. (6) Given the reactants [Cl:1][C:2]1[CH:7]=[CH:6][C:5]([C:8](=[O:18])[NH:9][CH2:10][C:11]2[CH:16]=[CH:15][CH:14]=[C:13]([Cl:17])[CH:12]=2)=[CH:4][C:3]=1[NH:19][C:20]([C:22]1[C:35](=[O:36])[NH:34][C:25]2[N:26]=[C:27](S(C)(=O)=O)[N:28]=[CH:29][C:24]=2[CH:23]=1)=[O:21].Cl.[CH3:38][NH:39][CH3:40].C(N(CC)C(C)C)(C)C, predict the reaction product. The product is: [Cl:1][C:2]1[CH:7]=[CH:6][C:5]([C:8](=[O:18])[NH:9][CH2:10][C:11]2[CH:16]=[CH:15][CH:14]=[C:13]([Cl:17])[CH:12]=2)=[CH:4][C:3]=1[NH:19][C:20]([C:22]1[C:35](=[O:36])[NH:34][C:25]2[N:26]=[C:27]([N:39]([CH3:40])[CH3:38])[N:28]=[CH:29][C:24]=2[CH:23]=1)=[O:21]. (7) Given the reactants [NH2:1][C:2]1[N:7]=[CH:6][C:5]([C:8]2[CH:13]=[CH:12][C:11]([CH2:14][C:15]([NH:17][C:18]3[CH:22]=[C:21]([C:23]([CH3:26])([CH3:25])[CH3:24])[O:20][N:19]=3)=[O:16])=[CH:10][CH:9]=2)=[CH:4][C:3]=1[CH3:27].[CH3:28][S:29]([OH:32])(=[O:31])=[O:30], predict the reaction product. The product is: [CH3:28][S:29]([O-:32])(=[O:31])=[O:30].[C:23]([C:21]1[O:20][N:19]=[C:18]([NH:17][C:15](=[O:16])[CH2:14][C:11]2[CH:10]=[CH:9][C:8]([C:5]3[CH:4]=[C:3]([CH3:27])[C:2]([NH3+:1])=[N:7][CH:6]=3)=[CH:13][CH:12]=2)[CH:22]=1)([CH3:26])([CH3:25])[CH3:24].